Dataset: Forward reaction prediction with 1.9M reactions from USPTO patents (1976-2016). Task: Predict the product of the given reaction. Given the reactants [F:1][C:2]1[C:3]([O:47][CH2:48][O:49][CH2:50][CH2:51][Si:52]([CH3:55])([CH3:54])[CH3:53])=[CH:4][C:5]([CH2:42][C:43]([F:46])([F:45])[F:44])=[C:6]([C:8]2[N:13]=[C:12]([NH:14][CH2:15][C:16]3[CH:21]=[CH:20][C:19]([O:22][CH3:23])=[CH:18][C:17]=3[N:24]([CH3:29])[S:25]([CH3:28])(=[O:27])=[O:26])[C:11]3[C:30](I)=[N:31][N:32]([CH2:33][O:34][CH2:35][CH2:36][Si:37]([CH3:40])([CH3:39])[CH3:38])[C:10]=3[CH:9]=2)[CH:7]=1.C1C[CH2:65][N:64]2C(=NCCC2)CC1.CN1CC[O:71]CC1.C(OC(Cl)=O)C(C)C.N, predict the reaction product. The product is: [F:1][C:2]1[C:3]([O:47][CH2:48][O:49][CH2:50][CH2:51][Si:52]([CH3:55])([CH3:54])[CH3:53])=[CH:4][C:5]([CH2:42][C:43]([F:46])([F:45])[F:44])=[C:6]([C:8]2[N:13]=[C:12]([NH:14][CH2:15][C:16]3[CH:21]=[CH:20][C:19]([O:22][CH3:23])=[CH:18][C:17]=3[N:24]([CH3:29])[S:25]([CH3:28])(=[O:27])=[O:26])[C:11]3[C:30]([C:65]([NH2:64])=[O:71])=[N:31][N:32]([CH2:33][O:34][CH2:35][CH2:36][Si:37]([CH3:40])([CH3:39])[CH3:38])[C:10]=3[CH:9]=2)[CH:7]=1.